Dataset: Full USPTO retrosynthesis dataset with 1.9M reactions from patents (1976-2016). Task: Predict the reactants needed to synthesize the given product. (1) Given the product [ClH:1].[ClH:1].[CH2:46]([N:25]([CH2:23][CH3:24])[CH2:26][CH2:27][NH:28][C:29]([C:31]1[C:44]2[C:35](=[N:36][C:37]3[C:42]([N:43]=2)=[CH:41][CH:40]=[C:39]([I:45])[CH:38]=3)[CH:34]=[CH:33][CH:32]=1)=[O:30])[CH3:47], predict the reactants needed to synthesize it. The reactants are: [ClH:1].C(N(CC)CCNC(C1C=CC2C(=CC=C(I)C=2)C=1)=O)C.[CH2:23]([N:25]([CH2:46][CH3:47])[CH2:26][CH2:27][NH:28][C:29]([C:31]1[C:44]2[C:35](=[N:36][C:37]3[C:42]([N:43]=2)=[CH:41][CH:40]=[C:39]([I:45])[CH:38]=3)[CH:34]=[CH:33][CH:32]=1)=[O:30])[CH3:24].[K+].[Br-]. (2) Given the product [Si:7]([O:24][CH2:25][C:26]1[CH:31]=[CH:30][C:29]([CH2:2][CH2:3][CH2:4][CH2:5][CH3:6])=[CH:28][C:27]=1[Cl:34])([C:20]([CH3:23])([CH3:22])[CH3:21])([C:14]1[CH:19]=[CH:18][CH:17]=[CH:16][CH:15]=1)[C:8]1[CH:13]=[CH:12][CH:11]=[CH:10][CH:9]=1, predict the reactants needed to synthesize it. The reactants are: I[CH2:2][CH2:3][CH2:4][CH2:5][CH3:6].[Si:7]([O:24][CH2:25][C:26]1[CH:31]=[CH:30][C:29]([Mg]Br)=[CH:28][C:27]=1[Cl:34])([C:20]([CH3:23])([CH3:22])[CH3:21])([C:14]1[CH:19]=[CH:18][CH:17]=[CH:16][CH:15]=1)[C:8]1[CH:13]=[CH:12][CH:11]=[CH:10][CH:9]=1. (3) Given the product [F:1][C:2]1([F:10])[CH2:7][CH2:6][CH:5]([CH2:8][O:9][C:14]2[CH:19]=[CH:18][C:17]([S:20]([CH3:23])(=[O:22])=[O:21])=[CH:16][C:15]=2[C:24]2[C:32]3[C:27](=[C:28]([O:33][CH3:34])[N:29]=[CH:30][CH:31]=3)[N:26]([CH3:35])[CH:25]=2)[CH2:4][CH2:3]1, predict the reactants needed to synthesize it. The reactants are: [F:1][C:2]1([F:10])[CH2:7][CH2:6][CH:5]([CH2:8][OH:9])[CH2:4][CH2:3]1.[H-].[Na+].F[C:14]1[CH:19]=[CH:18][C:17]([S:20]([CH3:23])(=[O:22])=[O:21])=[CH:16][C:15]=1[C:24]1[C:32]2[C:27](=[C:28]([O:33][CH3:34])[N:29]=[CH:30][CH:31]=2)[N:26]([CH3:35])[CH:25]=1. (4) Given the product [F:13][C:14]1[CH:21]=[CH:20][C:17]([CH2:18][O:12][C:4]2[CH:5]=[C:6]([CH3:11])[C:7]([N+:8]([O-:10])=[O:9])=[C:2]([CH3:1])[CH:3]=2)=[CH:16][CH:15]=1, predict the reactants needed to synthesize it. The reactants are: [CH3:1][C:2]1[CH:3]=[C:4]([OH:12])[CH:5]=[C:6]([CH3:11])[C:7]=1[N+:8]([O-:10])=[O:9].[F:13][C:14]1[CH:21]=[CH:20][C:17]([CH2:18]Cl)=[CH:16][CH:15]=1.C(=O)([O-])[O-].[K+].[K+]. (5) Given the product [Br:1][C:2]1[CH:7]=[C:6]2[C:5](=[CH:4][CH:3]=1)[O:18][C:19]([CH2:20][CH3:21])=[C:9]([C:10]1[CH:15]=[CH:14][CH:13]=[CH:12][C:11]=1[CH3:16])[C:8]2=[O:17], predict the reactants needed to synthesize it. The reactants are: [Br:1][C:2]1[CH:3]=[CH:4][C:5]([OH:18])=[C:6]([C:8](=[O:17])[CH2:9][C:10]2[CH:15]=[CH:14][CH:13]=[CH:12][C:11]=2[CH3:16])[CH:7]=1.[C:19](OC(=O)CC)(=O)[CH2:20][CH3:21].Cl.